From a dataset of Forward reaction prediction with 1.9M reactions from USPTO patents (1976-2016). Predict the product of the given reaction. (1) Given the reactants [H-].[Na+].[C:3]([O:9][CH3:10])(=[O:8])[CH2:4][C:5]([CH3:7])=[O:6].[Li]CCCC.C1CCCCC1.[F:22][C:23]1[CH:24]=[C:25]([CH:28]=[CH:29][CH:30]=1)[CH2:26]Br, predict the reaction product. The product is: [CH3:10][O:9][C:3](=[O:8])[CH2:4][C:5](=[O:6])[CH2:7][CH2:26][C:25]1[CH:28]=[CH:29][CH:30]=[C:23]([F:22])[CH:24]=1. (2) Given the reactants [F:1][C:2]([F:11])([F:10])[CH2:3][CH2:4][CH:5]([C:8]#[N:9])[C:6]#[N:7].C(=O)([O-])[O-].[K+].[K+].[Br:18][C:19]1[N:24]=[C:23]([CH2:25]Br)[CH:22]=[CH:21][CH:20]=1, predict the reaction product. The product is: [Br:18][C:19]1[N:24]=[C:23]([CH2:25][C:5]([CH2:4][CH2:3][C:2]([F:10])([F:11])[F:1])([C:8]#[N:9])[C:6]#[N:7])[CH:22]=[CH:21][CH:20]=1.